Dataset: NCI-60 drug combinations with 297,098 pairs across 59 cell lines. Task: Regression. Given two drug SMILES strings and cell line genomic features, predict the synergy score measuring deviation from expected non-interaction effect. (1) Drug 1: CCCCCOC(=O)NC1=NC(=O)N(C=C1F)C2C(C(C(O2)C)O)O. Drug 2: C1CN1C2=NC(=NC(=N2)N3CC3)N4CC4. Cell line: SK-MEL-28. Synergy scores: CSS=12.7, Synergy_ZIP=-6.79, Synergy_Bliss=-3.98, Synergy_Loewe=-2.68, Synergy_HSA=-2.20. (2) Drug 1: CCCS(=O)(=O)NC1=C(C(=C(C=C1)F)C(=O)C2=CNC3=C2C=C(C=N3)C4=CC=C(C=C4)Cl)F. Drug 2: CC1C(C(CC(O1)OC2CC(OC(C2O)C)OC3=CC4=CC5=C(C(=O)C(C(C5)C(C(=O)C(C(C)O)O)OC)OC6CC(C(C(O6)C)O)OC7CC(C(C(O7)C)O)OC8CC(C(C(O8)C)O)(C)O)C(=C4C(=C3C)O)O)O)O. Cell line: HOP-92. Synergy scores: CSS=26.3, Synergy_ZIP=3.79, Synergy_Bliss=4.43, Synergy_Loewe=6.09, Synergy_HSA=3.35. (3) Drug 1: COC1=C(C=C2C(=C1)N=CN=C2NC3=CC(=C(C=C3)F)Cl)OCCCN4CCOCC4. Drug 2: C1CN(CCN1C(=O)CCBr)C(=O)CCBr. Cell line: MOLT-4. Synergy scores: CSS=77.3, Synergy_ZIP=4.00, Synergy_Bliss=5.61, Synergy_Loewe=-5.80, Synergy_HSA=6.82. (4) Drug 1: CS(=O)(=O)C1=CC(=C(C=C1)C(=O)NC2=CC(=C(C=C2)Cl)C3=CC=CC=N3)Cl. Drug 2: CC1=C(C(=O)C2=C(C1=O)N3CC4C(C3(C2COC(=O)N)OC)N4)N. Cell line: SN12C. Synergy scores: CSS=23.6, Synergy_ZIP=-2.74, Synergy_Bliss=2.88, Synergy_Loewe=-25.0, Synergy_HSA=1.75. (5) Cell line: OVCAR-4. Synergy scores: CSS=45.8, Synergy_ZIP=4.57, Synergy_Bliss=3.75, Synergy_Loewe=-6.16, Synergy_HSA=4.34. Drug 1: CCCCCOC(=O)NC1=NC(=O)N(C=C1F)C2C(C(C(O2)C)O)O. Drug 2: CC1CCCC2(C(O2)CC(NC(=O)CC(C(C(=O)C(C1O)C)(C)C)O)C(=CC3=CSC(=N3)C)C)C. (6) Drug 1: CCCS(=O)(=O)NC1=C(C(=C(C=C1)F)C(=O)C2=CNC3=C2C=C(C=N3)C4=CC=C(C=C4)Cl)F. Drug 2: CC(C)NC(=O)C1=CC=C(C=C1)CNNC.Cl. Cell line: MDA-MB-435. Synergy scores: CSS=38.9, Synergy_ZIP=4.50, Synergy_Bliss=8.58, Synergy_Loewe=-5.31, Synergy_HSA=6.33. (7) Drug 1: C1C(C(OC1N2C=C(C(=O)NC2=O)F)CO)O. Drug 2: C1C(C(OC1N2C=NC3=C(N=C(N=C32)Cl)N)CO)O. Cell line: MDA-MB-231. Synergy scores: CSS=32.5, Synergy_ZIP=-3.77, Synergy_Bliss=-0.303, Synergy_Loewe=-3.52, Synergy_HSA=1.40. (8) Drug 1: CC1C(C(CC(O1)OC2CC(CC3=C2C(=C4C(=C3O)C(=O)C5=C(C4=O)C(=CC=C5)OC)O)(C(=O)CO)O)N)O.Cl. Drug 2: C(CCl)NC(=O)N(CCCl)N=O. Cell line: MDA-MB-231. Synergy scores: CSS=21.9, Synergy_ZIP=-7.26, Synergy_Bliss=-3.19, Synergy_Loewe=-11.8, Synergy_HSA=-0.711. (9) Drug 1: C1C(C(OC1N2C=NC(=NC2=O)N)CO)O. Drug 2: C1CCC(C(C1)N)N.C(=O)(C(=O)[O-])[O-].[Pt+4]. Cell line: COLO 205. Synergy scores: CSS=51.7, Synergy_ZIP=-5.34, Synergy_Bliss=-2.15, Synergy_Loewe=3.65, Synergy_HSA=4.99.